This data is from Forward reaction prediction with 1.9M reactions from USPTO patents (1976-2016). The task is: Predict the product of the given reaction. Given the reactants Br[C:2]1[C:3](=[O:10])[N:4]([CH3:9])[CH:5]=[C:6]([Br:8])[CH:7]=1.[NH2:11][C:12]1[CH:23]=[C:15]2[CH2:16][N:17]([C:20](=[O:22])[CH3:21])[CH2:18][CH2:19][N:14]2[N:13]=1.CC1(C)C2C(=C(P(C3C=CC=CC=3)C3C=CC=CC=3)C=CC=2)OC2C(P(C3C=CC=CC=3)C3C=CC=CC=3)=CC=CC1=2.C(=O)([O-])[O-].[Cs+].[Cs+], predict the reaction product. The product is: [C:20]([N:17]1[CH2:18][CH2:19][N:14]2[N:13]=[C:12]([NH:11][C:2]3[C:3](=[O:10])[N:4]([CH3:9])[CH:5]=[C:6]([Br:8])[CH:7]=3)[CH:23]=[C:15]2[CH2:16]1)(=[O:22])[CH3:21].